This data is from NCI-60 drug combinations with 297,098 pairs across 59 cell lines. The task is: Regression. Given two drug SMILES strings and cell line genomic features, predict the synergy score measuring deviation from expected non-interaction effect. (1) Drug 1: CN1CCC(CC1)COC2=C(C=C3C(=C2)N=CN=C3NC4=C(C=C(C=C4)Br)F)OC. Drug 2: COCCOC1=C(C=C2C(=C1)C(=NC=N2)NC3=CC=CC(=C3)C#C)OCCOC.Cl. Cell line: SF-539. Synergy scores: CSS=3.29, Synergy_ZIP=-1.67, Synergy_Bliss=-2.18, Synergy_Loewe=-5.90, Synergy_HSA=-1.73. (2) Drug 1: CCC1=C2CN3C(=CC4=C(C3=O)COC(=O)C4(CC)O)C2=NC5=C1C=C(C=C5)O. Drug 2: CNC(=O)C1=NC=CC(=C1)OC2=CC=C(C=C2)NC(=O)NC3=CC(=C(C=C3)Cl)C(F)(F)F. Cell line: K-562. Synergy scores: CSS=0.903, Synergy_ZIP=-0.307, Synergy_Bliss=7.57, Synergy_Loewe=-25.6, Synergy_HSA=-2.81. (3) Drug 1: CNC(=O)C1=CC=CC=C1SC2=CC3=C(C=C2)C(=NN3)C=CC4=CC=CC=N4. Drug 2: CC1C(C(CC(O1)OC2CC(OC(C2O)C)OC3=CC4=CC5=C(C(=O)C(C(C5)C(C(=O)C(C(C)O)O)OC)OC6CC(C(C(O6)C)O)OC7CC(C(C(O7)C)O)OC8CC(C(C(O8)C)O)(C)O)C(=C4C(=C3C)O)O)O)O. Cell line: UO-31. Synergy scores: CSS=1.68, Synergy_ZIP=2.19, Synergy_Bliss=4.62, Synergy_Loewe=4.37, Synergy_HSA=4.59. (4) Drug 1: CC12CCC3C(C1CCC2=O)CC(=C)C4=CC(=O)C=CC34C. Drug 2: C(=O)(N)NO. Cell line: LOX IMVI. Synergy scores: CSS=19.3, Synergy_ZIP=-1.60, Synergy_Bliss=-4.31, Synergy_Loewe=-46.1, Synergy_HSA=-4.28.